The task is: Predict the reaction yield, written as a fraction of the theoretical maximum amount of product (1.0 means a 100% yield; for example, 0.34 means a 34% yield).. This data is from Reaction yield outcomes from USPTO patents with 853,638 reactions. (1) The reactants are Cl.[C:2]1([CH:8]2[NH:13][C:12]([NH2:14])=[N:11][CH2:10][CH2:9]2)[CH:7]=[CH:6][CH:5]=[CH:4][CH:3]=1.[N:15]1[CH:20]=[CH:19][C:18]([C:21](=O)[CH2:22][C:23](OCC)=[O:24])=[CH:17][CH:16]=1.C(=O)([O-])[O-].[K+].[K+]. The catalyst is C(O)C. The product is [C:2]1([CH:8]2[CH2:9][CH2:10][N:11]3[C:23](=[O:24])[CH:22]=[C:21]([C:18]4[CH:19]=[CH:20][N:15]=[CH:16][CH:17]=4)[N:14]=[C:12]3[NH:13]2)[CH:3]=[CH:4][CH:5]=[CH:6][CH:7]=1. The yield is 0.980. (2) The yield is 0.210. The product is [C:14](=[S:15])([O:16][CH2:17][CH3:18])[S:19][C:2]1[CH:7]=[N:6][C:5]([Cl:8])=[CH:4][CH:3]=1. The catalyst is Cl.C(OCC)(=O)C. The reactants are N[C:2]1[CH:3]=[CH:4][C:5]([Cl:8])=[N:6][CH:7]=1.O.N([O-])=O.[Na+].[C:14](=[S:19])([O:16][CH2:17][CH3:18])[S-:15].[K+]. (3) The reactants are Cl.Cl.[N:3]12[CH2:10][CH2:9][C:6]([CH2:11][NH2:12])([CH2:7][CH2:8]1)[CH2:5][CH2:4]2.C[O-].[Na+].C(O)(=O)C.C([BH3-])#N.[Na+].[CH3:24][O:25][C:26]1[CH:49]=[CH:48][C:29]([CH2:30][N:31]2[C:39]3[CH:38]=[CH:37][CH:36]=[C:35]([C:40]([O:42][CH3:43])=[O:41])[C:34]=3[C:33]([CH2:44][CH2:45]C=O)=[CH:32]2)=[CH:28][CH:27]=1. The catalyst is CO. The product is [CH3:24][O:25][C:26]1[CH:27]=[CH:28][C:29]([CH2:30][N:31]2[C:39]3[CH:38]=[CH:37][CH:36]=[C:35]([C:40]([O:42][CH3:43])=[O:41])[C:34]=3[C:33]([CH2:44][CH2:45][NH:12][CH2:11][C:6]34[CH2:9][CH2:10][N:3]([CH2:8][CH2:7]3)[CH2:4][CH2:5]4)=[CH:32]2)=[CH:48][CH:49]=1. The yield is 0.530. (4) The reactants are [CH2:1]([NH:8][CH2:9][C:10]1[CH:15]=[CH:14][CH:13]=[CH:12][CH:11]=1)[C:2]1[CH:7]=[CH:6][CH:5]=[CH:4][CH:3]=1.[CH:16]1(N(CCCC)C2CCCCC2)CCCCC1.CC(C)CC=O.C1(N([CH:52]([CH2:58][CH2:59]CC)[CH:53]([O:56][CH3:57])[O:54][CH3:55])C2CCCCC2)CCCCC1. No catalyst specified. The product is [CH2:9]([N:8]([CH2:1][C:2]1[CH:7]=[CH:6][CH:5]=[CH:4][CH:3]=1)[CH:52]([CH:58]([CH3:59])[CH3:16])[CH:53]([O:56][CH3:57])[O:54][CH3:55])[C:10]1[CH:15]=[CH:14][CH:13]=[CH:12][CH:11]=1. The yield is 0.660.